From a dataset of Forward reaction prediction with 1.9M reactions from USPTO patents (1976-2016). Predict the product of the given reaction. (1) Given the reactants I[CH3:2].[OH:3][C:4]1[CH:13]=[CH:12][C:11]2[CH:10]([C:14]([O:16][CH2:17][CH3:18])=[O:15])[N:9]([C:19]([O:21][C:22]([CH3:25])([CH3:24])[CH3:23])=[O:20])[CH2:8][CH2:7][C:6]=2[N:5]=1, predict the reaction product. The product is: [CH3:2][O:3][C:4]1[CH:13]=[CH:12][C:11]2[CH:10]([C:14]([O:16][CH2:17][CH3:18])=[O:15])[N:9]([C:19]([O:21][C:22]([CH3:24])([CH3:23])[CH3:25])=[O:20])[CH2:8][CH2:7][C:6]=2[N:5]=1. (2) Given the reactants Br[C:2]1[C:10]2[O:9][CH2:8][CH:7]([N:11]([C:26](=[O:31])[C:27]([F:30])([F:29])[F:28])[C:12]3[CH:25]=[CH:24][C:15]4[C@H:16]([CH2:19][C:20]([O:22][CH3:23])=[O:21])[CH2:17][O:18][C:14]=4[CH:13]=3)[C:6]=2[CH:5]=[CH:4][CH:3]=1.[CH3:32][C:33]1[CH:39]=[CH:38][C:36]([NH2:37])=[C:35]([N+:40]([O-:42])=[O:41])[CH:34]=1.P([O-])([O-])([O-])=O.[K+].[K+].[K+].C1(P(C2CCCCC2)C2C=CC=CC=2C2C(C(C)C)=CC(C(C)C)=CC=2C(C)C)CCCCC1, predict the reaction product. The product is: [CH3:32][C:33]1[CH:39]=[CH:38][C:36]([NH:37][C:2]2[C:10]3[O:9][CH2:8][CH:7]([N:11]([C:26](=[O:31])[C:27]([F:30])([F:29])[F:28])[C:12]4[CH:25]=[CH:24][C:15]5[C@H:16]([CH2:19][C:20]([O:22][CH3:23])=[O:21])[CH2:17][O:18][C:14]=5[CH:13]=4)[C:6]=3[CH:5]=[CH:4][CH:3]=2)=[C:35]([N+:40]([O-:42])=[O:41])[CH:34]=1. (3) Given the reactants [CH3:1][O:2][C:3]1[CH:8]=[C:7]([O:9][CH3:10])[CH:6]=[CH:5][C:4]=1[CH2:11][N:12]([O:24][CH2:25][C:26]1[CH:31]=[CH:30][C:29]([O:32][CH3:33])=[CH:28][CH:27]=1)[C:13]([CH2:15][C@@H:16]([CH2:20][CH2:21][CH2:22][CH3:23])[C:17]([OH:19])=O)=[O:14].[Na].Cl.[NH2:36][C@@H:37]([CH2:50][C:51]1[C:52]2[CH:59]=[CH:58][CH:57]=[CH:56][C:53]=2[S:54][CH:55]=1)[C:38]([N:40]1[CH2:44][CH2:43][CH2:42][C@H:41]1[C:45]([N:47]([CH3:49])[CH3:48])=[O:46])=[O:39].CCN=C=NCCCN(C)C.Cl.C1C=CC2N(O)N=NC=2C=1.CCN(C(C)C)C(C)C, predict the reaction product. The product is: [CH3:49][N:47]([CH3:48])[C:45]([C@@H:41]1[CH2:42][CH2:43][CH2:44][N:40]1[C:38](=[O:39])[C@@H:37]([NH:36][C:17](=[O:19])[C@H:16]([CH2:20][CH2:21][CH2:22][CH3:23])[CH2:15][C:13]([N:12]([CH2:11][C:4]1[CH:5]=[CH:6][C:7]([O:9][CH3:10])=[CH:8][C:3]=1[O:2][CH3:1])[O:24][CH2:25][C:26]1[CH:31]=[CH:30][C:29]([O:32][CH3:33])=[CH:28][CH:27]=1)=[O:14])[CH2:50][C:51]1[C:52]2[CH:59]=[CH:58][CH:57]=[CH:56][C:53]=2[S:54][CH:55]=1)=[O:46]. (4) Given the reactants [O:1]=[CH:2][CH2:3][C@H:4]1[CH2:9][CH2:8][C@H:7]([NH:10][C:11](=[O:17])[O:12][C:13]([CH3:16])([CH3:15])[CH3:14])[CH2:6][CH2:5]1.CC#N.[C:21](O)(=O)[C:22](O)=[O:23].[O-]S([O-])(=O)=O.[Mg+2], predict the reaction product. The product is: [O:1]1[CH2:21][CH2:22][O:23][CH:2]1[CH2:3][C@H:4]1[CH2:5][CH2:6][C@H:7]([NH:10][C:11](=[O:17])[O:12][C:13]([CH3:14])([CH3:16])[CH3:15])[CH2:8][CH2:9]1. (5) Given the reactants [F:1][C:2]1[CH:3]=[C:4]([OH:9])[CH:5]=[C:6]([F:8])[CH:7]=1.[O:10]1[CH2:15][CH2:14][CH2:13][CH:12](O)[CH2:11]1.C1(P(C2C=CC=CC=2)C2C=CC=CC=2)C=CC=CC=1.CC(OC(/N=N/C(OC(C)C)=O)=O)C, predict the reaction product. The product is: [F:1][C:2]1[CH:3]=[C:4]([CH:5]=[C:6]([F:8])[CH:7]=1)[O:9][CH:12]1[CH2:13][CH2:14][CH2:15][O:10][CH2:11]1. (6) Given the reactants [CH2:1]([NH:8][C:9]1[C:18]2[C:17]([CH3:19])=[N:16][CH:15]=[N:14][C:13]=2[N:12]([O:20]CC2C=CC=CC=2)[C:11](=[O:28])[CH:10]=1)[C:2]1[CH:7]=[CH:6][CH:5]=[CH:4][CH:3]=1.[H][H], predict the reaction product. The product is: [CH2:1]([NH:8][C:9]1[C:18]2[C:17]([CH3:19])=[N:16][CH:15]=[N:14][C:13]=2[N:12]([OH:20])[C:11](=[O:28])[CH:10]=1)[C:2]1[CH:7]=[CH:6][CH:5]=[CH:4][CH:3]=1.